This data is from Reaction yield outcomes from USPTO patents with 853,638 reactions. The task is: Predict the reaction yield, written as a fraction of the theoretical maximum amount of product (1.0 means a 100% yield; for example, 0.34 means a 34% yield). (1) The reactants are [Cl:1][C:2]1[CH:3]=[C:4]2[C:8](=[C:9]([NH:11][CH:12]3[CH2:16][CH2:15][CH2:14][CH2:13]3)[CH:10]=1)[NH:7][C:6]([C:17]1[S:18][CH2:19][C@@H:20]([CH2:22][C:23]([OH:25])=O)[N:21]=1)=[CH:5]2.[NH2:26][CH2:27][CH2:28][CH2:29][N:30]1[CH2:35][CH2:34][O:33][CH2:32][CH2:31]1. No catalyst specified. The product is [Cl:1][C:2]1[CH:3]=[C:4]2[C:8](=[C:9]([NH:11][CH:12]3[CH2:16][CH2:15][CH2:14][CH2:13]3)[CH:10]=1)[NH:7][C:6]([C:17]1[S:18][CH2:19][C@@H:20]([CH2:22][C:23]([NH:26][CH2:27][CH2:28][CH2:29][N:30]3[CH2:35][CH2:34][O:33][CH2:32][CH2:31]3)=[O:25])[N:21]=1)=[CH:5]2. The yield is 0.350. (2) The reactants are [NH2:1][C:2]1[C:3]([CH3:33])=[C:4]([C:8]2[C:20]3[C:19]4[C:14](=[CH:15][C:16]([C:21]([N:23]5[CH2:28][CH2:27][N:26]([CH3:29])[CH2:25][CH2:24]5)=[O:22])=[CH:17][CH:18]=4)[NH:13][C:12]=3[C:11]([C:30]([NH2:32])=[O:31])=[CH:10][CH:9]=2)[CH:5]=[CH:6][CH:7]=1.Cl[C:35]1[C:44]2[C:39](=[CH:40][CH:41]=[CH:42][CH:43]=2)[CH:38]=[CH:37][N:36]=1.Cl. The catalyst is C(O)(C)C.O1CCOCC1. The product is [C:35]1([NH:1][C:2]2[C:3]([CH3:33])=[C:4]([C:8]3[C:20]4[C:19]5[C:14](=[CH:15][C:16]([C:21]([N:23]6[CH2:28][CH2:27][N:26]([CH3:29])[CH2:25][CH2:24]6)=[O:22])=[CH:17][CH:18]=5)[NH:13][C:12]=4[C:11]([C:30]([NH2:32])=[O:31])=[CH:10][CH:9]=3)[CH:5]=[CH:6][CH:7]=2)[C:44]2[C:39](=[CH:40][CH:41]=[CH:42][CH:43]=2)[CH:38]=[CH:37][N:36]=1. The yield is 0.320.